From a dataset of Reaction yield outcomes from USPTO patents with 853,638 reactions. Predict the reaction yield, written as a fraction of the theoretical maximum amount of product (1.0 means a 100% yield; for example, 0.34 means a 34% yield). (1) The reactants are [Cl:1][C:2]1[CH:28]=[CH:27][C:5]([CH2:6][C:7]2[C:16]([OH:17])=[C:15]([C:18]([OH:20])=[O:19])[C:14]3[C:9](=[C:10](C4C=CC=CC=4)[CH:11]=[CH:12][CH:13]=3)[N:8]=2)=[CH:4][CH:3]=1.[F:29]C1C=CC=C2C=1NC(=O)C2=O.C(OCC(=O)CC1C=CC(Cl)=CC=1)(=O)C. No catalyst specified. The product is [Cl:1][C:2]1[CH:28]=[CH:27][C:5]([CH2:6][C:7]2[C:16]([OH:17])=[C:15]([C:18]([OH:20])=[O:19])[C:14]3[C:9](=[C:10]([F:29])[CH:11]=[CH:12][CH:13]=3)[N:8]=2)=[CH:4][CH:3]=1. The yield is 0.100. (2) The reactants are [C:1]([C:4]1[C:8]2[CH:9]=[C:10]([C:13]([O:15]C)=[O:14])[CH:11]=[CH:12][C:7]=2[O:6][CH:5]=1)#[C:2][CH3:3].[OH-].[Na+].O. The catalyst is CO. The product is [C:1]([C:4]1[C:8]2[CH:9]=[C:10]([C:13]([OH:15])=[O:14])[CH:11]=[CH:12][C:7]=2[O:6][CH:5]=1)#[C:2][CH3:3]. The yield is 0.980.